Dataset: Catalyst prediction with 721,799 reactions and 888 catalyst types from USPTO. Task: Predict which catalyst facilitates the given reaction. (1) Reactant: Cl[C:2]1[N:7]=[CH:6][C:5]([O:8][CH2:9][CH3:10])=[CH:4][N:3]=1.[Cl:11][C:12]1[CH:13]=[C:14](B(O)O)[CH:15]=[CH:16][CH:17]=1.C(Cl)Cl.C([O-])([O-])=O.[Na+].[Na+]. Product: [Cl:11][C:12]1[CH:17]=[C:16]([C:2]2[N:7]=[CH:6][C:5]([O:8][CH2:9][CH3:10])=[CH:4][N:3]=2)[CH:15]=[CH:14][CH:13]=1. The catalyst class is: 294. (2) Reactant: Cl[C:2]1[CH:3]=[C:4]([CH:22]=[CH:23][N:24]=1)[C:5]([NH:7][C:8]1[S:9][CH:10]=[C:11]([C:13]2[C:18]([CH3:19])=[CH:17][C:16]([CH3:20])=[CH:15][C:14]=2[CH3:21])[N:12]=1)=[O:6].[NH:25]1[CH2:30][CH2:29][O:28][CH2:27][CH2:26]1.O. Product: [C:14]1([CH3:21])[CH:15]=[C:16]([CH3:20])[CH:17]=[C:18]([CH3:19])[C:13]=1[C:11]1[N:12]=[C:8]([NH:7][C:5](=[O:6])[C:4]2[CH:22]=[CH:23][N:24]=[C:2]([N:25]3[CH2:30][CH2:29][O:28][CH2:27][CH2:26]3)[CH:3]=2)[S:9][CH:10]=1. The catalyst class is: 60. (3) Reactant: [C:1]([O:5][C:6]([N:8]1[CH2:13][CH:12]2[C:10]([C:14]3[CH:19]=[CH:18][C:17](Br)=[CH:16][CH:15]=3)([CH2:11]2)[CH2:9]1)=[O:7])([CH3:4])([CH3:3])[CH3:2].CC(C)([O-])C.[Na+].Cl.[F:28][CH:29]1[CH2:33][CH2:32][NH:31][CH2:30]1. Product: [C:1]([O:5][C:6]([N:8]1[CH2:13][CH:12]2[C:10]([C:14]3[CH:19]=[CH:18][C:17]([N:31]4[CH2:32][CH2:33][CH:29]([F:28])[CH2:30]4)=[CH:16][CH:15]=3)([CH2:11]2)[CH2:9]1)=[O:7])([CH3:4])([CH3:3])[CH3:2]. The catalyst class is: 733. (4) Reactant: [C:1]([O:4][CH2:5][CH2:6][CH2:7][CH2:8][CH2:9][CH2:10][N:11]([CH2:18][CH:19]([CH2:24][CH3:25])[CH2:20][CH2:21][CH2:22][CH3:23])[C:12]1[CH:17]=[CH:16][CH:15]=[CH:14][CH:13]=1)(=O)C.C(OC(=O)C)(=[O:28])C.[Na].[Na].[C:35]([C:37]1[C:41](=[C:42]([C:45]#[N:46])[C:43]#[N:44])[NH:40][C:39](=[O:47])[C:38]=1O)#[N:36].O=P(Cl)(Cl)Cl. Product: [C:35]([C:37]1[C:41](=[C:42]([C:43]#[N:44])[C:45]#[N:46])[NH:40][C:39](=[O:47])[C:38]=1[C:15]1[CH:16]=[CH:17][C:12]([N:11]([CH2:18][CH:19]([CH2:24][CH3:25])[CH2:20][CH2:21][CH2:22][CH3:23])[CH2:10][CH2:9][CH2:8][CH2:7][CH2:6][C:5]([O:4][CH3:1])=[O:28])=[CH:13][CH:14]=1)#[N:36]. The catalyst class is: 9.